This data is from Catalyst prediction with 721,799 reactions and 888 catalyst types from USPTO. The task is: Predict which catalyst facilitates the given reaction. (1) Reactant: [F:1][C:2]1[CH:19]=[CH:18][C:5]([CH2:6][C:7]2[C:16]3[C:11](=[CH:12][CH:13]=[CH:14][CH:15]=3)[C:10](=[O:17])[NH:9][N:8]=2)=[CH:4][C:3]=1[C:20]([N:22]1[CH2:25][CH:24]([CH2:26][OH:27])[CH2:23]1)=[O:21].C(N(CC)CC)C.[CH3:35][S:36](Cl)(=[O:38])=[O:37]. Product: [F:1][C:2]1[CH:19]=[CH:18][C:5]([CH2:6][C:7]2[C:16]3[C:11](=[CH:12][CH:13]=[CH:14][CH:15]=3)[C:10](=[O:17])[NH:9][N:8]=2)=[CH:4][C:3]=1[C:20]([N:22]1[CH2:23][CH:24]([CH2:26][O:27][S:36]([CH3:35])(=[O:38])=[O:37])[CH2:25]1)=[O:21]. The catalyst class is: 4. (2) Product: [CH2:1]([N:3]1[C:7](=[NH:8])/[C:6](=[CH:9]\[C:10]2[CH:15]=[CH:14][C:13]([O:16][C:28]3[CH:35]=[CH:34][C:31]([C:32]#[N:33])=[CH:30][C:29]=3[C:36]([F:37])([F:39])[F:38])=[C:12]([O:17][CH3:18])[CH:11]=2)/[N:5]([CH3:19])[C:4]1=[O:20])[CH3:2]. The catalyst class is: 16. Reactant: [CH2:1]([N:3]1[C:7](=[NH:8])/[C:6](=[CH:9]\[C:10]2[CH:15]=[CH:14][C:13]([OH:16])=[C:12]([O:17][CH3:18])[CH:11]=2)/[N:5]([CH3:19])[C:4]1=[O:20])[CH3:2].C(=O)([O-])[O-].[Li+].[Li+].F[C:28]1[CH:35]=[CH:34][C:31]([C:32]#[N:33])=[CH:30][C:29]=1[C:36]([F:39])([F:38])[F:37].O. (3) Product: [CH2:1]([C:8]([NH:32][C:33]([O:35][C:36]([CH3:39])([CH3:38])[CH3:37])=[O:34])([CH2:30][OH:31])[CH2:9][O:10][CH2:11][C:12]1[CH:13]=[C:14]([C:26]([OH:28])=[O:27])[CH:15]=[C:16]([C:18]2[CH:23]=[CH:22][CH:21]=[CH:20][C:19]=2[C:24]#[N:25])[CH:17]=1)[C:2]1[CH:7]=[CH:6][CH:5]=[CH:4][CH:3]=1. The catalyst class is: 6. Reactant: [CH2:1]([C:8]([NH:32][C:33]([O:35][C:36]([CH3:39])([CH3:38])[CH3:37])=[O:34])([CH2:30][OH:31])[CH2:9][O:10][CH2:11][C:12]1[CH:13]=[C:14]([C:26]([O:28]C)=[O:27])[CH:15]=[C:16]([C:18]2[CH:23]=[CH:22][CH:21]=[CH:20][C:19]=2[C:24]#[N:25])[CH:17]=1)[C:2]1[CH:7]=[CH:6][CH:5]=[CH:4][CH:3]=1.[Li+].[OH-]. (4) The catalyst class is: 162. Product: [C:13]([O:12][C:11]([N:10]([CH2:9][C@@H:8]([C:4]1[CH:5]=[CH:6][CH:7]=[C:2]([Cl:1])[CH:3]=1)[OH:28])[CH2:18][CH2:19][NH:20][C:21]1[CH:26]=[CH:25][C:24]([C:38]2[CH:39]=[CH:40][C:41]([C:42]([O:44][CH3:45])=[O:43])=[C:36]([O:35][CH:29]3[CH2:34][CH2:33][CH2:32][CH2:31][CH2:30]3)[CH:37]=2)=[CH:23][CH:22]=1)=[O:17])([CH3:16])([CH3:15])[CH3:14]. Reactant: [Cl:1][C:2]1[CH:3]=[C:4]([C@@H:8]([OH:28])[CH2:9][N:10]([CH2:18][CH2:19][NH:20][C:21]2[CH:26]=[CH:25][C:24](I)=[CH:23][CH:22]=2)[C:11](=[O:17])[O:12][C:13]([CH3:16])([CH3:15])[CH3:14])[CH:5]=[CH:6][CH:7]=1.[CH:29]1([O:35][C:36]2[CH:37]=[C:38](B(O)O)[CH:39]=[CH:40][C:41]=2[C:42]([O:44][CH3:45])=[O:43])[CH2:34][CH2:33][CH2:32][CH2:31][CH2:30]1.P([O-])([O-])([O-])=O.[K+].[K+].[K+]. (5) Reactant: [CH3:1][N:2]1[CH2:9][CH:8]2[CH:4]([CH2:5][N:6]([C:10]3[O:14][N:13]=[C:12]([C:15]4[CH:20]=[CH:19][CH:18]=[CH:17][CH:16]=4)[CH:11]=3)[CH2:7]2)[CH2:3]1.[C:21]([OH:28])(=[O:27])/[CH:22]=[CH:23]/[C:24]([OH:26])=[O:25]. Product: [C:21]([OH:28])(=[O:27])/[CH:22]=[CH:23]/[C:24]([OH:26])=[O:25].[CH3:1][N:2]1[CH2:3][CH:4]2[CH:8]([CH2:7][N:6]([C:10]3[O:14][N:13]=[C:12]([C:15]4[CH:16]=[CH:17][CH:18]=[CH:19][CH:20]=4)[CH:11]=3)[CH2:5]2)[CH2:9]1. The catalyst class is: 459.